This data is from Forward reaction prediction with 1.9M reactions from USPTO patents (1976-2016). The task is: Predict the product of the given reaction. Given the reactants [N:1]1[CH:6]=[CH:5][C:4]([N:7]2[CH2:12][CH2:11][CH:10]([CH2:13][NH2:14])[CH2:9][CH2:8]2)=[CH:3][CH:2]=1.[N+:15]([C:18]1[CH:23]=[CH:22][CH:21]=[CH:20][C:19]=1[N:24]=[C:25]=[O:26])([O-:17])=[O:16], predict the reaction product. The product is: [N:1]1[CH:6]=[CH:5][C:4]([N:7]2[CH2:8][CH2:9][CH:10]([CH2:13][NH:14][C:25]([NH:24][C:19]3[CH:20]=[CH:21][CH:22]=[CH:23][C:18]=3[N+:15]([O-:17])=[O:16])=[O:26])[CH2:11][CH2:12]2)=[CH:3][CH:2]=1.